From a dataset of Reaction yield outcomes from USPTO patents with 853,638 reactions. Predict the reaction yield, written as a fraction of the theoretical maximum amount of product (1.0 means a 100% yield; for example, 0.34 means a 34% yield). (1) The reactants are I[C:2]1[CH:7]=[C:6]([S:8][CH3:9])[N:5]=[C:4]([CH3:10])[N:3]=1.[F:11][C:12]1[C:17]([Sn](CCCC)(CCCC)CCCC)=[N:16][CH:15]=[CH:14][N:13]=1. The catalyst is C1(C)C=CC=CC=1.C1C=CC([P]([Pd]([P](C2C=CC=CC=2)(C2C=CC=CC=2)C2C=CC=CC=2)([P](C2C=CC=CC=2)(C2C=CC=CC=2)C2C=CC=CC=2)[P](C2C=CC=CC=2)(C2C=CC=CC=2)C2C=CC=CC=2)(C2C=CC=CC=2)C2C=CC=CC=2)=CC=1. The product is [F:11][C:12]1[C:17]([C:2]2[CH:7]=[C:6]([S:8][CH3:9])[N:5]=[C:4]([CH3:10])[N:3]=2)=[N:16][CH:15]=[CH:14][N:13]=1. The yield is 0.120. (2) The reactants are [O:1]1[C:5]2[CH:6]=[CH:7][C:8]([CH2:10][N:11]3[C:23](=[O:24])[C:22]4[C:13](=[C:14]([OH:33])[C:15]5[N:16]=[CH:17][CH:18]=[N:19][C:20]=5[C:21]=4OS(C(F)(F)F)(=O)=O)[C:12]3=[O:34])=[CH:9][C:4]=2[O:3][CH2:2]1.CCN(CC)CC. The catalyst is CO.[Pd]. The product is [O:1]1[C:5]2[CH:6]=[CH:7][C:8]([CH2:10][N:11]3[C:12](=[O:34])[C:13]4[C:22](=[CH:21][C:20]5[N:19]=[CH:18][CH:17]=[N:16][C:15]=5[C:14]=4[OH:33])[C:23]3=[O:24])=[CH:9][C:4]=2[O:3][CH2:2]1. The yield is 0.0800. (3) The reactants are [F:1][C:2]1[CH:7]=[CH:6][C:5]([C:8]2[O:12][C:11]([CH3:13])=[C:10]([CH:14]=[O:15])[CH:9]=2)=[C:4]([CH3:16])[CH:3]=1.[CH:17]1([Mg]Br)[CH2:22][CH2:21][CH2:20][CH2:19][CH2:18]1.O1CCCC1. No catalyst specified. The product is [CH:17]1([CH:14]([C:10]2[CH:9]=[C:8]([C:5]3[CH:6]=[CH:7][C:2]([F:1])=[CH:3][C:4]=3[CH3:16])[O:12][C:11]=2[CH3:13])[OH:15])[CH2:22][CH2:21][CH2:20][CH2:19][CH2:18]1. The yield is 0.720.